From a dataset of Forward reaction prediction with 1.9M reactions from USPTO patents (1976-2016). Predict the product of the given reaction. (1) Given the reactants CCN(CC)CC.[CH:8]1([C:11](Cl)=[O:12])[CH2:10][CH2:9]1.[NH2:14][C:15]1[CH:20]=[CH:19][C:18]([B:21]2[O:29][C:26]([CH3:28])([CH3:27])[C:23]([CH3:25])([CH3:24])[O:22]2)=[CH:17][CH:16]=1, predict the reaction product. The product is: [CH3:27][C:26]1([CH3:28])[C:23]([CH3:24])([CH3:25])[O:22][B:21]([C:18]2[CH:19]=[CH:20][C:15]([NH:14][C:11]([CH:8]3[CH2:10][CH2:9]3)=[O:12])=[CH:16][CH:17]=2)[O:29]1. (2) Given the reactants [CH3:1]/[C:2](=[CH:8]\[C:9]1[CH:14]=[CH:13][C:12]([C:15]([F:18])([F:17])[F:16])=[CH:11][CH:10]=1)/[C:3]([O:5][CH2:6][CH3:7])=[O:4].O=O, predict the reaction product. The product is: [CH3:1][CH:2]([CH2:8][C:9]1[CH:10]=[CH:11][C:12]([C:15]([F:16])([F:18])[F:17])=[CH:13][CH:14]=1)[C:3]([O:5][CH2:6][CH3:7])=[O:4]. (3) The product is: [OH:15][N:14]=[CH:1][C:3]1[CH:4]=[C:5]([CH:10]=[CH:11][CH:12]=1)[C:6]([O:8][CH3:9])=[O:7]. Given the reactants [CH:1]([C:3]1[CH:4]=[C:5]([CH:10]=[CH:11][CH:12]=1)[C:6]([O:8][CH3:9])=[O:7])=O.Cl.[NH2:14][OH:15].N1C=CC=CC=1, predict the reaction product. (4) The product is: [NH2:1][C:2]1[N:7]([C:8]2[C:9]([F:26])=[CH:10][C:11]([O:15][CH:16]3[CH2:25][CH2:24][C:19](=[O:20])[CH2:18][CH2:17]3)=[CH:12][C:13]=2[F:14])[C:6](=[O:27])[CH:5]=[CH:4][C:3]=1[C:28](=[O:36])[C:29]1[CH:34]=[CH:33][C:32]([F:35])=[CH:31][CH:30]=1. Given the reactants [NH2:1][C:2]1[N:7]([C:8]2[C:13]([F:14])=[CH:12][C:11]([O:15][CH:16]3[CH2:25][CH2:24][C:19]4(OCC[O:20]4)[CH2:18][CH2:17]3)=[CH:10][C:9]=2[F:26])[C:6](=[O:27])[CH:5]=[CH:4][C:3]=1[C:28](=[O:36])[C:29]1[CH:34]=[CH:33][C:32]([F:35])=[CH:31][CH:30]=1.Cl, predict the reaction product.